Task: Regression/Classification. Given a drug SMILES string, predict its absorption, distribution, metabolism, or excretion properties. Task type varies by dataset: regression for continuous measurements (e.g., permeability, clearance, half-life) or binary classification for categorical outcomes (e.g., BBB penetration, CYP inhibition). Dataset: cyp3a4_veith.. Dataset: CYP3A4 inhibition data for predicting drug metabolism from PubChem BioAssay (1) The compound is COc1ccccc1C(=O)N/C(=C/c1ccccc1)C(=O)NC(CCSC)C(=O)O. The result is 0 (non-inhibitor). (2) The compound is CN1CCN(c2ncc3nc(-c4cccc(C#N)c4)c(=O)n(CCC#N)c3n2)CC1. The result is 0 (non-inhibitor). (3) The molecule is O=C(CCCc1ccccn1)c1ccccc1. The result is 0 (non-inhibitor). (4) The molecule is O=C(Cc1ccccc1)NC(NC(=S)Nc1cc(Cl)ccc1Cl)C(Cl)(Cl)Cl. The result is 1 (inhibitor). (5) The drug is O=C(O)c1sc2cc(C(F)(F)F)cnc2c1-c1ccccc1. The result is 0 (non-inhibitor). (6) The molecule is C[C@H](CO)NC(=O)[C@@H]1C[C@H]1[C@@H](NP(=O)(c1ccccc1)c1ccccc1)c1ccccc1. The result is 1 (inhibitor). (7) The drug is COC(=O)[C@@]1(Cc2ccc(F)cc2)[C@H]2c3cc(C(=O)N4CCCC4)n(Cc4ccc(C)o4)c3C[C@H]2CN1C(=O)c1ccccc1. The result is 1 (inhibitor).